This data is from Forward reaction prediction with 1.9M reactions from USPTO patents (1976-2016). The task is: Predict the product of the given reaction. (1) Given the reactants O.[OH-].[Li+].[C:4]1(/[C:10](=[N:20]/[O:21][CH2:22][C:23]2[CH:28]=[CH:27][C:26]([O:29][CH2:30][C:31]3[N:35]=[C:34]([C:36]4[CH:41]=[CH:40][CH:39]=[CH:38][CH:37]=4)[O:33][N:32]=3)=[CH:25][CH:24]=2)/[CH2:11][CH2:12][CH2:13][CH2:14][C:15]([O:17]CC)=[O:16])[CH:9]=[CH:8][CH:7]=[CH:6][CH:5]=1.O.Cl, predict the reaction product. The product is: [C:4]1(/[C:10](=[N:20]/[O:21][CH2:22][C:23]2[CH:28]=[CH:27][C:26]([O:29][CH2:30][C:31]3[N:35]=[C:34]([C:36]4[CH:41]=[CH:40][CH:39]=[CH:38][CH:37]=4)[O:33][N:32]=3)=[CH:25][CH:24]=2)/[CH2:11][CH2:12][CH2:13][CH2:14][C:15]([OH:17])=[O:16])[CH:5]=[CH:6][CH:7]=[CH:8][CH:9]=1. (2) Given the reactants [N:1]1[C:6]2[S:7][C:8]3[CH2:13][CH2:12][CH2:11][CH2:10][C:9]=3[C:5]=2[C:4](=O)[NH:3][CH:2]=1.O=P(Cl)(Cl)[Cl:17].C(=O)(O)[O-].[Na+], predict the reaction product. The product is: [Cl:17][C:4]1[C:5]2[C:9]3[CH2:10][CH2:11][CH2:12][CH2:13][C:8]=3[S:7][C:6]=2[N:1]=[CH:2][N:3]=1. (3) Given the reactants [C:1]1([CH3:8])[C:6]([OH:7])=[CH:5][CH:4]=[CH:3][CH:2]=1.Cl[CH2:10][C:11]([CH3:13])=[CH2:12].C(=O)([O-])[O-].[K+].[K+], predict the reaction product. The product is: [CH3:8][C:1]1[CH:2]=[CH:3][CH:4]=[CH:5][C:6]=1[O:7][CH2:12][C:11]([CH3:13])=[CH2:10]. (4) Given the reactants [OH:1][CH2:2][CH2:3][N:4]([CH2:17][C:18]([F:21])([F:20])[F:19])[C:5]1[CH:12]=[CH:11][C:8]([C:9]#[N:10])=[C:7]([C:13]([F:16])([F:15])[F:14])[CH:6]=1.[F:22][C:23]1[N:28]=[CH:27][C:26](O)=[CH:25][CH:24]=1, predict the reaction product. The product is: [F:22][C:23]1[N:28]=[CH:27][C:26]([O:1][CH2:2][CH2:3][N:4]([CH2:17][C:18]([F:19])([F:20])[F:21])[C:5]2[CH:12]=[CH:11][C:8]([C:9]#[N:10])=[C:7]([C:13]([F:15])([F:16])[F:14])[CH:6]=2)=[CH:25][CH:24]=1. (5) Given the reactants [CH3:1][N:2]1[C:6]([CH3:7])=[C:5]([N:8]=O)[C:4]([C:10]2[CH:15]=[CH:14][CH:13]=[CH:12][CH:11]=2)=[N:3]1, predict the reaction product. The product is: [CH3:1][N:2]1[C:6]([CH3:7])=[C:5]([NH2:8])[C:4]([C:10]2[CH:15]=[CH:14][CH:13]=[CH:12][CH:11]=2)=[N:3]1.